From a dataset of Catalyst prediction with 721,799 reactions and 888 catalyst types from USPTO. Predict which catalyst facilitates the given reaction. (1) Reactant: [CH3:1][O:2][C:3](=[O:28])[CH:4]1[CH2:9][CH2:8][CH2:7][CH2:6][N:5]1[CH2:10][CH2:11][C:12]([C:21]1[CH:26]=[CH:25][C:24]([Cl:27])=[CH:23][CH:22]=1)([C:14]1[CH:19]=[CH:18][C:17]([F:20])=[CH:16][CH:15]=1)O. Product: [CH3:1][O:2][C:3](=[O:28])[CH:4]1[CH2:9][CH2:8][CH2:7][CH2:6][N:5]1[CH2:10][CH:11]=[C:12]([C:21]1[CH:22]=[CH:23][C:24]([Cl:27])=[CH:25][CH:26]=1)[C:14]1[CH:19]=[CH:18][C:17]([F:20])=[CH:16][CH:15]=1. The catalyst class is: 106. (2) Reactant: [C:1]([O:4][CH2:5][CH2:6][C@H:7]1[CH2:12][CH2:11][C@H:10]([CH:13]([NH:17][C:18]([O:20][C:21]([CH3:24])([CH3:23])[CH3:22])=[O:19])[CH2:14][CH2:15][NH2:16])[CH2:9][CH2:8]1)(=[O:3])[CH3:2].[C:25](O[C:25]([O:27][C:28]([CH3:31])([CH3:30])[CH3:29])=[O:26])([O:27][C:28]([CH3:31])([CH3:30])[CH3:29])=[O:26]. Product: [C:1]([O:4][CH2:5][CH2:6][C@H:7]1[CH2:12][CH2:11][C@H:10]([CH:13]([CH2:14][CH2:15][NH:16][C:25](=[O:26])[O:27][C:28]([CH3:31])([CH3:30])[CH3:29])[NH:17][C:18](=[O:19])[O:20][C:21]([CH3:24])([CH3:23])[CH3:22])[CH2:9][CH2:8]1)(=[O:3])[CH3:2]. The catalyst class is: 2. (3) Reactant: [C:1]([O:4][C@@H:5]1[C@@H:18]([O:19][C:20](=[O:22])[CH3:21])[C@H:17]([O:23][C:24](=[O:26])[CH3:25])[CH2:16][S:15][C@H:6]1[O:7][C:8]1[CH:9]=[N:10][CH:11]=[C:12](I)[CH:13]=1)(=[O:3])[CH3:2].CS(C)=O.[C:31]1([S:37]([O-:39])=[O:38])[CH:36]=[CH:35][CH:34]=[CH:33][CH:32]=1.CNCCNC. Product: [C:1]([O:4][C@@H:5]1[C@@H:18]([O:19][C:20](=[O:22])[CH3:21])[C@H:17]([O:23][C:24](=[O:26])[CH3:25])[CH2:16][S:15][C@H:6]1[O:7][C:8]1[CH:9]=[N:10][CH:11]=[C:12]([S:37]([C:31]2[CH:36]=[CH:35][CH:34]=[CH:33][CH:32]=2)(=[O:39])=[O:38])[CH:13]=1)(=[O:3])[CH3:2]. The catalyst class is: 84. (4) Reactant: [Li]CCCC.Br[C:7]1[CH:25]=[CH:24][C:10]([O:11][CH2:12][CH2:13][O:14][C:15]2[C:20]([Cl:21])=[CH:19][C:18]([CH3:22])=[CH:17][C:16]=2[Cl:23])=[CH:9][CH:8]=1.CN([CH:29]=[O:30])C.[NH4+].[Cl-]. Product: [Cl:23][C:16]1[CH:17]=[C:18]([CH3:22])[CH:19]=[C:20]([Cl:21])[C:15]=1[O:14][CH2:13][CH2:12][O:11][C:10]1[CH:24]=[CH:25][C:7]([CH:29]=[O:30])=[CH:8][CH:9]=1. The catalyst class is: 1. (5) Reactant: [CH:1]([CH:4]1[C:9](=[O:10])[NH:8][C:7]2[CH:11]=[C:12]([CH2:36][NH:37]C(=O)OC(C)(C)C)[CH:13]=[C:14]([C:15]3[C:16]4[CH:25]=[CH:24][N:23]([S:26]([C:29]5[CH:34]=[CH:33][C:32]([CH3:35])=[CH:31][CH:30]=5)(=[O:28])=[O:27])[C:17]=4[C:18](=[O:22])[N:19]([CH3:21])[CH:20]=3)[C:6]=2[O:5]1)([CH3:3])[CH3:2].[ClH:45]. Product: [ClH:45].[NH2:37][CH2:36][C:12]1[CH:13]=[C:14]([C:15]2[C:16]3[CH:25]=[CH:24][N:23]([S:26]([C:29]4[CH:30]=[CH:31][C:32]([CH3:35])=[CH:33][CH:34]=4)(=[O:27])=[O:28])[C:17]=3[C:18](=[O:22])[N:19]([CH3:21])[CH:20]=2)[C:6]2[O:5][CH:4]([CH:1]([CH3:3])[CH3:2])[C:9](=[O:10])[NH:8][C:7]=2[CH:11]=1. The catalyst class is: 12. (6) Reactant: Cl[CH2:2][C:3]1[N:4]=[C:5]2[S:12][C:11]([CH3:13])=[C:10]([C:14]([NH:16][CH3:17])=[O:15])[N:6]2[C:7](=[O:9])[CH:8]=1.[I-].[K+].C(=O)([O-])[O-].[K+].[K+].[CH:26]1([C:29]2[NH:33][N:32]=[C:31]([C:34]([F:37])([F:36])[F:35])[CH:30]=2)[CH2:28][CH2:27]1. Product: [CH:26]1([C:29]2[N:33]([CH2:2][C:3]3[N:4]=[C:5]4[S:12][C:11]([CH3:13])=[C:10]([C:14]([NH:16][CH3:17])=[O:15])[N:6]4[C:7](=[O:9])[CH:8]=3)[N:32]=[C:31]([C:34]([F:36])([F:37])[F:35])[CH:30]=2)[CH2:27][CH2:28]1.[CH:26]1([C:29]2[CH:30]=[C:31]([C:34]([F:36])([F:37])[F:35])[N:32]([CH2:2][C:3]3[N:4]=[C:5]4[S:12][C:11]([CH3:13])=[C:10]([C:14]([NH:16][CH3:17])=[O:15])[N:6]4[C:7](=[O:9])[CH:8]=3)[N:33]=2)[CH2:27][CH2:28]1. The catalyst class is: 23. (7) Reactant: C([O:5][C:6]1[CH:7]=[C:8]([C@@H:19]([OH:37])[CH2:20][NH:21][C:22]([CH3:36])([CH3:35])[CH2:23][C:24]2[CH:29]=[CH:28][C:27]([O:30][CH2:31][CH2:32][CH2:33][CH3:34])=[CH:26][CH:25]=2)[C:9]2[S:13][C:12]([O:14]C(C)C)=[N:11][C:10]=2[CH:18]=1)(C)(C)C.Cl.[OH-].[Na+]. Product: [CH2:31]([O:30][C:27]1[CH:28]=[CH:29][C:24]([CH2:23][C:22]([NH:21][CH2:20][C@@H:19]([C:8]2[C:9]3[S:13][C:12](=[O:14])[NH:11][C:10]=3[CH:18]=[C:6]([OH:5])[CH:7]=2)[OH:37])([CH3:35])[CH3:36])=[CH:25][CH:26]=1)[CH2:32][CH2:33][CH3:34]. The catalyst class is: 252. (8) Reactant: [N:1]1([C:7]([NH:9][CH:10]([CH2:14][S:15]([CH2:18][C:19]2[CH:24]=[CH:23][CH:22]=[CH:21][CH:20]=2)(=[O:17])=[O:16])[C:11](O)=[O:12])=[O:8])[CH2:6][CH2:5][O:4][CH2:3][CH2:2]1.OC(C(F)(F)F)=O.[NH2:32][CH:33]([CH2:47][CH2:48][CH2:49][CH3:50])[CH:34]([C:36]1[O:37][C:38]([C:41]2[CH:46]=[CH:45][CH:44]=[CH:43][CH:42]=2)=[N:39][N:40]=1)[OH:35].C1C=CC2N(O)N=NC=2C=1.C(Cl)CCl.CN1CCOCC1. Product: [OH:35][CH:34]([C:36]1[O:37][C:38]([C:41]2[CH:46]=[CH:45][CH:44]=[CH:43][CH:42]=2)=[N:39][N:40]=1)[CH:33]([NH:32][C:11]([CH:10]([NH:9][C:7]([N:1]1[CH2:6][CH2:5][O:4][CH2:3][CH2:2]1)=[O:8])[CH2:14][S:15]([CH2:18][C:19]1[CH:24]=[CH:23][CH:22]=[CH:21][CH:20]=1)(=[O:17])=[O:16])=[O:12])[CH2:47][CH2:48][CH2:49][CH3:50]. The catalyst class is: 2.